Regression. Given a peptide amino acid sequence and an MHC pseudo amino acid sequence, predict their binding affinity value. This is MHC class II binding data. From a dataset of Peptide-MHC class II binding affinity with 134,281 pairs from IEDB. (1) The peptide sequence is LQMVGMRRPQQGASG. The MHC is DRB1_1101 with pseudo-sequence DRB1_1101. The binding affinity (normalized) is 0.971. (2) The peptide sequence is QKLMEDINVGFKAAV. The MHC is DRB1_0301 with pseudo-sequence DRB1_0301. The binding affinity (normalized) is 0.886. (3) The peptide sequence is QGEPGAVIRGKKGAG. The MHC is HLA-DQA10501-DQB10201 with pseudo-sequence HLA-DQA10501-DQB10201. The binding affinity (normalized) is 0. (4) The peptide sequence is TTAAGAASGAATVAA. The MHC is DRB1_1602 with pseudo-sequence DRB1_1602. The binding affinity (normalized) is 0.331. (5) The peptide sequence is GMTGCGNTPIFKSGR. The MHC is HLA-DPA10103-DPB10201 with pseudo-sequence HLA-DPA10103-DPB10201. The binding affinity (normalized) is 0. (6) The peptide sequence is RDLLLIVTRIVELLGR. The MHC is DRB5_0101 with pseudo-sequence DRB5_0101. The binding affinity (normalized) is 0.314.